Predict which catalyst facilitates the given reaction. From a dataset of Catalyst prediction with 721,799 reactions and 888 catalyst types from USPTO. (1) Product: [F:1][C:2]1[CH:7]=[C:6]([O:8][C:9]2[C:14]3[CH:15]=[CH:16][O:17][C:13]=3[CH:12]=[CH:11][N:10]=2)[CH:5]=[CH:4][C:3]=1[C:18]1[C:22]([OH:37])([CH3:23])[O:21][C:20](=[O:24])[C:19]=1[CH3:25]. The catalyst class is: 9. Reactant: [F:1][C:2]1[CH:7]=[C:6]([O:8][C:9]2[C:14]3[CH:15]=[CH:16][O:17][C:13]=3[CH:12]=[CH:11][N:10]=2)[CH:5]=[CH:4][C:3]=1[C:18]1[CH:22]([CH3:23])[O:21][C:20](=[O:24])[C:19]=1[CH3:25].N12CCCN=C1CCCCC2.[O:37]1CCCC1. (2) Reactant: [Br:1][C:2]1[CH:7]=[CH:6][C:5]([C@@H:8]([NH:15][CH3:16])[CH2:9][N:10]2[CH2:14][CH2:13][CH2:12][CH2:11]2)=[CH:4][CH:3]=1.[C:17]([CH2:19][N:20]([C:25]1[CH:30]=[CH:29][C:28]([Cl:31])=[C:27]([Cl:32])[CH:26]=1)[CH2:21][C:22]([OH:24])=O)#[N:18].C(N(CC)CC)C.F[P-](F)(F)(F)(F)F.N1(O[P+](N(C)C)(N(C)C)N(C)C)C2C=CC=CC=2N=N1.FC(F)(F)C(O)=O.C(=O)(O)[O-].[Na+]. Product: [Br:1][C:2]1[CH:7]=[CH:6][C:5]([C@@H:8]([N:15]([CH3:16])[C:22](=[O:24])[CH2:21][N:20]([CH2:19][C:17]#[N:18])[C:25]2[CH:30]=[CH:29][C:28]([Cl:31])=[C:27]([Cl:32])[CH:26]=2)[CH2:9][N:10]2[CH2:14][CH2:13][CH2:12][CH2:11]2)=[CH:4][CH:3]=1. The catalyst class is: 35.